Dataset: Full USPTO retrosynthesis dataset with 1.9M reactions from patents (1976-2016). Task: Predict the reactants needed to synthesize the given product. (1) Given the product [F:12][C:7]1[CH:8]=[C:9]([F:11])[CH:10]=[C:2]2[C:3]=1[C:4](=[O:5])[NH:6][C:26]([C:25]1[CH:28]=[C:29]([CH3:30])[C:22]([O:21][CH2:20][CH2:19][OH:18])=[C:23]([CH3:31])[CH:24]=1)=[N:1]2, predict the reactants needed to synthesize it. The reactants are: [NH2:1][C:2]1[CH:10]=[C:9]([F:11])[CH:8]=[C:7]([F:12])[C:3]=1[C:4]([NH2:6])=[O:5].C([Si](C)(C)[O:18][CH2:19][CH2:20][O:21][C:22]1[C:29]([CH3:30])=[CH:28][C:25]([CH:26]=O)=[CH:24][C:23]=1[CH3:31])(C)(C)C.S([O-])(O)=O.[Na+].C1(C)C=CC(S(O)(=O)=O)=CC=1.CCCC[N+](CCCC)(CCCC)CCCC.[F-]. (2) Given the product [OH:4][CH2:5][C:7]1[CH:16]=[CH:15][C:10]([C:11]([O:13][CH3:14])=[O:12])=[CH:9][N:8]=1, predict the reactants needed to synthesize it. The reactants are: CO.C[O:4][C:5]([C:7]1[CH:16]=[CH:15][C:10]([C:11]([O:13][CH3:14])=[O:12])=[CH:9][N:8]=1)=O.[Cl-].[K+].[BH4-].[Na+]. (3) Given the product [C:1]([O:5][C:6]([N:8]1[CH2:15][CH2:14][CH2:13][C@H:9]1[C:10]([NH:33][CH2:26][C:27]1[CH:32]=[CH:31][CH:30]=[CH:29][CH:28]=1)=[O:12])=[O:7])([CH3:2])([CH3:3])[CH3:4], predict the reactants needed to synthesize it. The reactants are: [C:1]([O:5][C:6]([N:8]1[CH2:15][CH2:14][CH2:13][C@H:9]1[C:10]([OH:12])=O)=[O:7])([CH3:4])([CH3:3])[CH3:2].C1C=CC2N(O)N=NC=2C=1.[CH2:26]([NH2:33])[C:27]1[CH:32]=[CH:31][CH:30]=[CH:29][CH:28]=1.C(Cl)CCl.CN1CCOCC1. (4) Given the product [Cl:1][C:2]1[CH:30]=[N:29][C:5]2[N:6]([S:20]([C:23]3[CH:28]=[CH:27][CH:26]=[CH:25][CH:24]=3)(=[O:22])=[O:21])[C:7]3[C:12]([C:4]=2[CH:3]=1)=[CH:11][C:10]([C:13]1[CH:18]=[CH:17][C:16]([O:19][CH2:58][CH2:57][N:54]2[CH2:55][CH2:56][N:51]([CH3:50])[CH2:52][CH2:53]2)=[CH:15][CH:14]=1)=[CH:9][CH:8]=3, predict the reactants needed to synthesize it. The reactants are: [Cl:1][C:2]1[CH:30]=[N:29][C:5]2[N:6]([S:20]([C:23]3[CH:28]=[CH:27][CH:26]=[CH:25][CH:24]=3)(=[O:22])=[O:21])[C:7]3[C:12]([C:4]=2[CH:3]=1)=[CH:11][C:10]([C:13]1[CH:18]=[CH:17][C:16]([OH:19])=[CH:15][CH:14]=1)=[CH:9][CH:8]=3.C1(P(C2C=CC=CC=2)C2C=CC=CC=2)C=CC=CC=1.[CH3:50][N:51]1[CH2:56][CH2:55][N:54]([CH2:57][CH2:58]O)[CH2:53][CH2:52]1.CC(OC(/N=N/C(OC(C)C)=O)=O)C. (5) Given the product [CH2:23]([O:22][C:20](=[O:21])[CH2:19][CH2:18][CH2:17][CH2:16][CH2:15][CH2:14][N:13]1[C:12]2[C:7]([C:8](=[O:26])[NH:9][C:10](=[O:25])[N:11]=2)=[N:6][C:5]2[CH:27]=[C:28]([CH3:29])[C:2]([NH:30][C@H:31]3[CH2:35][CH2:34][N:33]([C:36]([O:38][C:39]([CH3:42])([CH3:41])[CH3:40])=[O:37])[CH2:32]3)=[CH:3][C:4]1=2)[CH3:24], predict the reactants needed to synthesize it. The reactants are: Cl[C:2]1[C:28]([CH3:29])=[CH:27][C:5]2[N:6]=[C:7]3[C:12]([N:13]([CH2:14][CH2:15][CH2:16][CH2:17][CH2:18][CH2:19][C:20]([O:22][CH2:23][CH3:24])=[O:21])[C:4]=2[CH:3]=1)=[N:11][C:10](=[O:25])[NH:9][C:8]3=[O:26].[NH2:30][C@H:31]1[CH2:35][CH2:34][N:33]([C:36]([O:38][C:39]([CH3:42])([CH3:41])[CH3:40])=[O:37])[CH2:32]1.